This data is from Retrosynthesis with 50K atom-mapped reactions and 10 reaction types from USPTO. The task is: Predict the reactants needed to synthesize the given product. (1) Given the product CCOC(=O)c1cnc2ccc3c(c2c1NCc1ccccc1)CCS3(=O)=O, predict the reactants needed to synthesize it. The reactants are: CCOC(=O)c1cnc2ccc3c(c2c1Cl)CCS3(=O)=O.NCc1ccccc1. (2) Given the product C=CCOc1ccc(C#N)cc1, predict the reactants needed to synthesize it. The reactants are: C=CCBr.N#Cc1ccc(O)cc1. (3) Given the product COc1ccc(C(O)(c2ccc(Cl)cc2)c2ccc3nc(OC(C)(C)C)cc(/C=C/c4ccccc4)c3c2)cc1, predict the reactants needed to synthesize it. The reactants are: COc1ccc(C(O)(c2ccc(Cl)cc2)c2ccc3nc(OC(C)(C)C)cc(Br)c3c2)cc1.OB(O)/C=C/c1ccccc1. (4) The reactants are: CC(=O)c1ccncc1.CCOC(=O)CP(=O)(OCC)OCC. Given the product CCOC(=O)C=C(C)c1ccncc1, predict the reactants needed to synthesize it. (5) Given the product CCOC(=O)Cn1c(C(=O)NCc2nnc3n2-c2sc(CC)cc2C(c2ccccc2Cl)=NC3)cc2ccccc21, predict the reactants needed to synthesize it. The reactants are: CCOC(=O)Cn1c(C(=O)O)cc2ccccc21.CCc1cc2c(s1)-n1c(CN)nnc1CN=C2c1ccccc1Cl.